This data is from Peptide-MHC class II binding affinity with 134,281 pairs from IEDB. The task is: Regression. Given a peptide amino acid sequence and an MHC pseudo amino acid sequence, predict their binding affinity value. This is MHC class II binding data. (1) The peptide sequence is EKIEENGSMRVFVDVI. The MHC is DRB3_0202 with pseudo-sequence DRB3_0202. The binding affinity (normalized) is 0.590. (2) The peptide sequence is IIFSQNMNIKLKMPL. The MHC is HLA-DPA10201-DPB10501 with pseudo-sequence HLA-DPA10201-DPB10501. The binding affinity (normalized) is 0.521. (3) The peptide sequence is EIDTDGDGFIDFNEF. The MHC is DRB1_1302 with pseudo-sequence DRB1_1302. The binding affinity (normalized) is 0.206. (4) The peptide sequence is TVLAFPAGVCPTIGV. The MHC is DRB1_0401 with pseudo-sequence DRB1_0401. The binding affinity (normalized) is 0.469. (5) The peptide sequence is EKKYFAATQFEPLAP. The MHC is HLA-DQA10401-DQB10402 with pseudo-sequence HLA-DQA10401-DQB10402. The binding affinity (normalized) is 0.404. (6) The peptide sequence is LWTQSLRRELSGYCS. The MHC is DRB1_0405 with pseudo-sequence DRB1_0405. The binding affinity (normalized) is 0.424. (7) The peptide sequence is HVKFPGGGQIVGGVY. The MHC is HLA-DQA10501-DQB10301 with pseudo-sequence HLA-DQA10501-DQB10301. The binding affinity (normalized) is 0.769.